This data is from M1 muscarinic receptor antagonist screen with 61,756 compounds. The task is: Binary Classification. Given a drug SMILES string, predict its activity (active/inactive) in a high-throughput screening assay against a specified biological target. (1) The result is 0 (inactive). The molecule is Fc1cn(c2nc(nc3oc(nc23)C)C)c(=O)[nH]c1=O. (2) The compound is OC(=O)C(NC(=O)Nc1ccc(CCCC)cc1)C(CC)C. The result is 0 (inactive). (3) The molecule is O(c1c(n2c3c(nc2C)cc(cc3)C(O)=O)cc(OC)cc1)C. The result is 0 (inactive).